This data is from Reaction yield outcomes from USPTO patents with 853,638 reactions. The task is: Predict the reaction yield, written as a fraction of the theoretical maximum amount of product (1.0 means a 100% yield; for example, 0.34 means a 34% yield). The reactants are [C:1]1([C:7]2[CH:12]=[CH:11][CH:10]=[CH:9][C:8]=2[OH:13])[CH:6]=[CH:5][CH:4]=[CH:3][CH:2]=1.[N+:14]([O-])([O-:16])=[O:15].[Na+].S(=O)(=O)(O)O.N([O-])=O.[Na+]. The catalyst is C(Cl)Cl. The product is [N+:14]([C:9]1[CH:10]=[CH:11][CH:12]=[C:7]([C:1]2[CH:2]=[CH:3][CH:4]=[CH:5][CH:6]=2)[C:8]=1[OH:13])([O-:16])=[O:15]. The yield is 0.240.